This data is from Full USPTO retrosynthesis dataset with 1.9M reactions from patents (1976-2016). The task is: Predict the reactants needed to synthesize the given product. Given the product [CH3:1][C:2]1([CH3:26])[CH:3]([OH:28])[C:4](=[O:5])[N:6]([CH2:10][CH2:11][CH2:12][CH2:13][N:14]2[CH2:15][CH2:16][N:17]([C:20]3[N:21]=[CH:22][CH:23]=[CH:24][N:25]=3)[CH2:18][CH2:19]2)[C:7](=[O:8])[CH2:9]1, predict the reactants needed to synthesize it. The reactants are: [CH3:1][C:2]1([CH3:26])[CH2:9][C:7](=[O:8])[N:6]([CH2:10][CH2:11][CH2:12][CH2:13][N:14]2[CH2:19][CH2:18][N:17]([C:20]3[N:21]=[CH:22][CH:23]=[CH:24][N:25]=3)[CH2:16][CH2:15]2)[C:4](=[O:5])[CH2:3]1.P(OCC)(OCC)[O:28]CC.C[Si]([N-][Si](C)(C)C)(C)C.[Na+].C1C=NC(N2CCN(CCCCN3C(=O)CC4(CCCC4)CC3=O)CC2)=NC=1.